From a dataset of Forward reaction prediction with 1.9M reactions from USPTO patents (1976-2016). Predict the product of the given reaction. (1) Given the reactants [C:1]1([C:7]2[C:12](B(O)O)=[CH:11][CH:10]=[CH:9][N:8]=2)[CH:6]=[CH:5][CH:4]=[CH:3][CH:2]=1.C([O-])([O-])=O.[Cs+].[Cs+].[CH3:22][C:23]1[C:27]([C:28]2[CH:29]=[C:30](C3C(C)=CC=C4C=3C=CC=N4)[C:31]3[NH:35][C:34](=[O:36])[NH:33][C:32]=3[CH:37]=2)=[C:26]([CH3:49])[O:25][N:24]=1, predict the reaction product. The product is: [CH3:22][C:23]1[C:27]([C:28]2[CH:29]=[C:30]([C:12]3[C:7]([C:1]4[CH:6]=[CH:5][CH:4]=[CH:3][CH:2]=4)=[N:8][CH:9]=[CH:10][CH:11]=3)[C:31]3[NH:35][C:34](=[O:36])[NH:33][C:32]=3[CH:37]=2)=[C:26]([CH3:49])[O:25][N:24]=1. (2) Given the reactants [N+:1]([C:4]1[CH:9]=[CH:8][C:7]([N:10]2[CH2:15][CH2:14][CH2:13][C@H:12]([NH:16][C@@H:17]3[CH2:22][CH2:21][CH2:20][CH2:19][C@H:18]3[NH:23][C:24]([NH:26][C:27]3[CH:32]=[CH:31][CH:30]=[CH:29][CH:28]=3)=[O:25])[CH2:11]2)=[CH:6][CH:5]=1)([O-:3])=[O:2].C=O.[C:35](O)(=O)C.C([BH3-])#N.[Na+], predict the reaction product. The product is: [CH3:35][N:16]([C@H:12]1[CH2:13][CH2:14][CH2:15][N:10]([C:7]2[CH:8]=[CH:9][C:4]([N+:1]([O-:3])=[O:2])=[CH:5][CH:6]=2)[CH2:11]1)[C@@H:17]1[CH2:22][CH2:21][CH2:20][CH2:19][C@H:18]1[NH:23][C:24]([NH:26][C:27]1[CH:28]=[CH:29][CH:30]=[CH:31][CH:32]=1)=[O:25]. (3) Given the reactants [CH2:1]([C:9]1[CH:10]=[C:11]2[C:15](=[CH:16][CH:17]=1)[CH2:14][C:13](=[O:18])[CH2:12]2)[CH2:2][CH2:3][CH2:4][CH2:5][CH2:6][CH2:7][CH3:8].[CH:19](OCC)=O.[H-].[Na+].C1(C)C=CC(S(Cl)(=O)=O)=CC=1, predict the reaction product. The product is: [CH2:1]([C:9]1[CH:10]=[C:11]2[C:15](=[CH:16][CH:17]=1)[C:14](=[CH2:19])[C:13](=[O:18])[CH2:12]2)[CH2:2][CH2:3][CH2:4][CH2:5][CH2:6][CH2:7][CH3:8]. (4) Given the reactants [Cl:1][C:2]1[CH:3]=[C:4]([C:9]2[CH:13]=[C:12]([C:14]3[CH:15]=[N:16][C:17]4[C:22]([CH:23]=3)=[CH:21][CH:20]=[C:19]([O:24][CH3:25])[CH:18]=4)[N:11]([C@H:26]([C:28]3[CH:38]=[CH:37][C:31]([C:32]([O:34]CC)=[O:33])=[CH:30][CH:29]=3)[CH3:27])[N:10]=2)[CH:5]=[C:6]([Cl:8])[CH:7]=1.[OH-].[Na+], predict the reaction product. The product is: [Cl:8][C:6]1[CH:5]=[C:4]([C:9]2[CH:13]=[C:12]([C:14]3[CH:15]=[N:16][C:17]4[C:22]([CH:23]=3)=[CH:21][CH:20]=[C:19]([O:24][CH3:25])[CH:18]=4)[N:11]([C@H:26]([C:28]3[CH:29]=[CH:30][C:31]([C:32]([OH:34])=[O:33])=[CH:37][CH:38]=3)[CH3:27])[N:10]=2)[CH:3]=[C:2]([Cl:1])[CH:7]=1. (5) Given the reactants [C:1]1([C:12]2[CH:17]=[CH:16][CH:15]=[CH:14][CH:13]=2)[CH:6]=[CH:5][C:4]([CH:7]=[CH:8][C:9]([OH:11])=O)=[CH:3][CH:2]=1.[CH3:18][O:19][C:20](=[O:41])[C:21]1[CH:26]=[CH:25][C:24]([OH:27])=[CH:23][C:22]=1[NH:28]C(C1C2C(=CC=CC=2)C=CC=1)=O.C([O-])(O)=O.[Na+], predict the reaction product. The product is: [CH3:18][O:19][C:20](=[O:41])[C:21]1[CH:26]=[CH:25][C:24]([OH:27])=[CH:23][C:22]=1[NH:28][C:9](=[O:11])/[CH:8]=[CH:7]/[C:4]1[CH:3]=[CH:2][C:1]([C:12]2[CH:17]=[CH:16][CH:15]=[CH:14][CH:13]=2)=[CH:6][CH:5]=1. (6) Given the reactants [OH-].[Na+].[CH3:3][O:4][C:5]1[CH:10]=[CH:9][C:8]([C:11]2[C:19]3[C:18]([O:20][CH2:21][CH:22]([CH3:25])[CH2:23][OH:24])=[N:17][CH:16]=[N:15][C:14]=3[O:13][C:12]=2[C:26]2[CH:31]=[CH:30][CH:29]=[CH:28][CH:27]=2)=[CH:7][CH:6]=1.Br[CH2:33][C:34]([O:36][C:37]([CH3:40])([CH3:39])[CH3:38])=[O:35].Cl, predict the reaction product. The product is: [C:37]([O:36][C:34](=[O:35])[CH2:33][O:24][CH2:23][CH:22]([CH3:25])[CH2:21][O:20][C:18]1[C:19]2[C:11]([C:8]3[CH:7]=[CH:6][C:5]([O:4][CH3:3])=[CH:10][CH:9]=3)=[C:12]([C:26]3[CH:27]=[CH:28][CH:29]=[CH:30][CH:31]=3)[O:13][C:14]=2[N:15]=[CH:16][N:17]=1)([CH3:40])([CH3:39])[CH3:38].